Dataset: Forward reaction prediction with 1.9M reactions from USPTO patents (1976-2016). Task: Predict the product of the given reaction. (1) The product is: [CH2:16]([O:18][C:19](=[O:27])[C:20]1[CH:21]=[CH:22][N:23]=[CH:24][C:25]=1[N:12]1[CH2:13][CH2:14][N:10]([C:7]2[CH:8]=[CH:9][C:4]3[N:3]=[CH:2][S:1][C:5]=3[CH:6]=2)[C:11]1=[O:15])[CH3:17]. Given the reactants [S:1]1[C:5]2[CH:6]=[C:7]([N:10]3[CH2:14][CH2:13][NH:12][C:11]3=[O:15])[CH:8]=[CH:9][C:4]=2[N:3]=[CH:2]1.[CH2:16]([O:18][C:19](=[O:27])[C:20]1[CH:25]=[CH:24][N:23]=[CH:22][C:21]=1Br)[CH3:17].CN[C@@H]1CCCC[C@H]1NC.P([O-])([O-])([O-])=O.[K+].[K+].[K+], predict the reaction product. (2) Given the reactants [CH2:1]([C:7]1([C:13]([O:15][CH2:16][CH3:17])=[O:14])[CH2:11][CH2:10][CH2:9][CH:8]1[OH:12])[CH2:2][CH2:3][CH2:4][CH2:5][CH3:6].N1C=CC=CC=1.[C:24](Cl)(=[O:31])[C:25]1[CH:30]=[CH:29][CH:28]=[CH:27][CH:26]=1, predict the reaction product. The product is: [CH2:1]([C:7]1([C:13]([O:15][CH2:16][CH3:17])=[O:14])[CH2:11][CH2:10][CH2:9][CH:8]1[O:12][C:24](=[O:31])[C:25]1[CH:30]=[CH:29][CH:28]=[CH:27][CH:26]=1)[CH2:2][CH2:3][CH2:4][CH2:5][CH3:6]. (3) Given the reactants [O:1]=[C:2]1[NH:7][CH:6]=[C:5]([C:8](Cl)=[O:9])[CH:4]=[CH:3]1.[NH2:11][C:12]1[CH:13]=[C:14]([O:18][C:19]2[N:24]=[CH:23][C:22]3[N:25]=[C:26]([C:30]4[C:31]([NH2:35])=[N:32][O:33][N:34]=4)[N:27]([CH2:28][CH3:29])[C:21]=3[CH:20]=2)[CH:15]=[CH:16][CH:17]=1.O, predict the reaction product. The product is: [NH2:35][C:31]1[C:30]([C:26]2[N:27]([CH2:28][CH3:29])[C:21]3[CH:20]=[C:19]([O:18][C:14]4[CH:13]=[C:12]([NH:11][C:8]([C:5]5[CH:4]=[CH:3][C:2](=[O:1])[NH:7][CH:6]=5)=[O:9])[CH:17]=[CH:16][CH:15]=4)[N:24]=[CH:23][C:22]=3[N:25]=2)=[N:34][O:33][N:32]=1.